From a dataset of Reaction yield outcomes from USPTO patents with 853,638 reactions. Predict the reaction yield, written as a fraction of the theoretical maximum amount of product (1.0 means a 100% yield; for example, 0.34 means a 34% yield). (1) The reactants are FC(F)(F)C(O)=O.[NH2:8][C@:9]1([C:14]([NH:16][S:17]([C:20]2([CH3:23])[CH2:22][CH2:21]2)(=[O:19])=[O:18])=[O:15])[CH2:11][C@H:10]1[CH:12]=[CH2:13].[C:24]([O:28][C:29]([NH:31][C@@H:32]([C@H:44]([CH3:52])[CH2:45][C@H:46]([CH3:51])[CH2:47][CH2:48][CH:49]=[CH2:50])[C:33]([N:35]1[CH2:39][C@H:38]([OH:40])[CH2:37][C@H:36]1[C:41](O)=[O:42])=[O:34])=[O:30])([CH3:27])([CH3:26])[CH3:25].C(N(CC)C(C)C)(C)C.CN(C(ON1N=NC2C=CC=NC1=2)=[N+](C)C)C.F[P-](F)(F)(F)(F)F. The catalyst is C(Cl)Cl.CN(C=O)C. The product is [OH:40][C@H:38]1[CH2:39][N:35]([C:33](=[O:34])[C@@H:32]([NH:31][C:29](=[O:30])[O:28][C:24]([CH3:26])([CH3:25])[CH3:27])[C@H:44]([CH3:52])[CH2:45][CH:46]([CH3:51])[CH2:47][CH2:48][CH:49]=[CH2:50])[C@H:36]([C:41](=[O:42])[NH:8][C@:9]2([C:14](=[O:15])[NH:16][S:17]([C:20]3([CH3:23])[CH2:22][CH2:21]3)(=[O:19])=[O:18])[CH2:11][C@H:10]2[CH:12]=[CH2:13])[CH2:37]1. The yield is 0.410. (2) The reactants are [OH:1][C:2]1[CH:9]=[CH:8][C:5]([CH:6]=[O:7])=[CH:4][CH:3]=1.[O:10]1[CH:15]=[CH:14][CH2:13][CH2:12][CH2:11]1. The catalyst is C1(C)C=CC(S([O-])(=O)=O)=CC=1.[NH+]1C=CC=CC=1.C(Cl)Cl. The product is [O:10]1[CH2:15][CH2:14][CH2:13][CH2:12][CH:11]1[O:1][C:2]1[CH:9]=[CH:8][C:5]([CH:6]=[O:7])=[CH:4][CH:3]=1. The yield is 0.200. (3) The reactants are [C:1]([CH:5]1[CH2:10][CH2:9][CH:8]([NH:11][C:12]([C:14]2[CH:36]=[CH:35][C:17]([O:18][C:19]3[CH:28]=[C:27]4[C:22]([CH:23]([C:29]([O:31]CC)=[O:30])[CH2:24][CH2:25][O:26]4)=[CH:21][C:20]=3[Cl:34])=[CH:16][CH:15]=2)=[O:13])[CH2:7][CH2:6]1)([CH3:4])([CH3:3])[CH3:2].[OH-].[Na+]. The catalyst is C1COCC1.CO. The product is [C:1]([CH:5]1[CH2:10][CH2:9][CH:8]([NH:11][C:12]([C:14]2[CH:36]=[CH:35][C:17]([O:18][C:19]3[CH:28]=[C:27]4[C:22]([CH:23]([C:29]([OH:31])=[O:30])[CH2:24][CH2:25][O:26]4)=[CH:21][C:20]=3[Cl:34])=[CH:16][CH:15]=2)=[O:13])[CH2:7][CH2:6]1)([CH3:4])([CH3:2])[CH3:3]. The yield is 0.910. (4) The reactants are [CH2:1]([O:8][C:9]1[CH:10]=[CH:11][C:12]([C@@H:20]([O:23][Si:24]([C:27]([CH3:30])([CH3:29])[CH3:28])([CH3:26])[CH3:25])[CH2:21]Br)=[C:13]2[C:18]=1[NH:17][C:16](=[O:19])[CH:15]=[CH:14]2)[C:2]1[CH:7]=[CH:6][CH:5]=[CH:4][CH:3]=1.[I-].[Na+].[N-:33]=[N+:34]=[N-:35].[Na+]. The catalyst is CN(C)C=O.O.C(OCC)(=O)C. The product is [N:33]([CH2:21][C@@H:20]([C:12]1[CH:11]=[CH:10][C:9]([O:8][CH2:1][C:2]2[CH:7]=[CH:6][CH:5]=[CH:4][CH:3]=2)=[C:18]2[C:13]=1[CH:14]=[CH:15][C:16](=[O:19])[NH:17]2)[O:23][Si:24]([C:27]([CH3:30])([CH3:29])[CH3:28])([CH3:26])[CH3:25])=[N+:34]=[N-:35]. The yield is 0.880. (5) The reactants are [OH:1][CH:2]([C:13]1[CH:18]=[CH:17][N:16]=[CH:15][CH:14]=1)[C:3]1[CH:8]=[CH:7][CH:6]=[C:5]([O:9][CH3:10])[C:4]=1[O:11][CH3:12].C1(C)C=CC=CC=1.CO.[H][H]. The catalyst is [Rh].C(O)(=O)C. The product is [OH:1][CH:2]([CH:13]1[CH2:14][CH2:15][NH:16][CH2:17][CH2:18]1)[C:3]1[CH:8]=[CH:7][CH:6]=[C:5]([O:9][CH3:10])[C:4]=1[O:11][CH3:12]. The yield is 0.960. (6) The reactants are [N+:1]([C:4]1[CH:5]=[CH:6][CH:7]=[C:8]2[C:12]=1[NH:11][N:10]=[CH:9]2)([O-:3])=[O:2].[OH-].[K+].[I:15]I. The catalyst is CN(C=O)C.S(=O)(O)[O-].[Na+]. The product is [I:15][C:9]1[C:8]2[C:12](=[C:4]([N+:1]([O-:3])=[O:2])[CH:5]=[CH:6][CH:7]=2)[NH:11][N:10]=1. The yield is 0.880. (7) The reactants are BrCCBr.C[Si](Cl)(C)C.[CH3:10][O:11][C:12](=[O:23])/[C:13](/I)=[CH:14]\[CH:15]1[CH2:21][CH2:20][CH2:19][CH2:18][CH2:17][CH2:16]1.C1(P(C2C=CC=CC=2)C2C=CC=CC=2)C=CC=CC=1.[Cl:43][C:44]1[CH:49]=[C:48](I)[CH:47]=[CH:46][C:45]=1[N:51]1[C:55]([CH3:56])=[N:54][N:53]=[N:52]1.[Cl-].[NH4+]. The catalyst is O1CCCC1.[Zn].C1C=CC(/C=C/C(/C=C/C2C=CC=CC=2)=O)=CC=1.C1C=CC(/C=C/C(/C=C/C2C=CC=CC=2)=O)=CC=1.[Pd]. The product is [CH3:10][O:11][C:12](=[O:23])/[C:13](/[C:48]1[CH:47]=[CH:46][C:45]([N:51]2[C:55]([CH3:56])=[N:54][N:53]=[N:52]2)=[C:44]([Cl:43])[CH:49]=1)=[CH:14]/[CH:15]1[CH2:21][CH2:20][CH2:19][CH2:18][CH2:17][CH2:16]1. The yield is 0.850.